Dataset: Reaction yield outcomes from USPTO patents with 853,638 reactions. Task: Predict the reaction yield, written as a fraction of the theoretical maximum amount of product (1.0 means a 100% yield; for example, 0.34 means a 34% yield). (1) The reactants are [Br:1][C:2]1[CH:3]=[C:4]2[C:13](=[CH:14][C:15]=1[F:16])[CH:12]1[CH2:17][CH:10]([CH2:11]1)[N:9]1[C:5]2=[N:6][C:7]([C:18]([NH2:20])=[O:19])=[CH:8]1.[I:21]N1C(=O)CCC1=O. The catalyst is CN(C=O)C. The product is [F:16][C:15]1[C:2]([Br:1])=[CH:3][C:4]2[C:5]3[N:9]([CH:10]4[CH2:11][CH:12]([C:13]=2[CH:14]=1)[CH2:17]4)[C:8]([I:21])=[C:7]([C:18]([NH2:20])=[O:19])[N:6]=3. The yield is 0.870. (2) The reactants are [O:1]=[C:2]1[NH:7][C:6]2[CH:8]=[C:9]([C:12]#[N:13])[CH:10]=[CH:11][C:5]=2[O:4][CH2:3]1.[H-].[Na+].CS(O[CH2:21][CH2:22][N:23]1[CH2:28][CH:27]2[CH:25]([CH:26]2[NH:29][C:30]([O:32][C:33]([CH3:36])([CH3:35])[CH3:34])=[O:31])[CH2:24]1)(=O)=O.C(OC(=O)NC1CCN(CCN2C3C(=CC=C(OC)C=3)C=CC2=O)CC1)(C)(C)C. The catalyst is ClCCl.CO. The product is [C:33]([O:32][C:30](=[O:31])[NH:29][CH:26]1[CH:27]2[CH:25]1[CH2:24][N:23]([CH2:22][CH2:21][N:7]1[C:6]3[CH:8]=[C:9]([C:12]#[N:13])[CH:10]=[CH:11][C:5]=3[O:4][CH2:3][C:2]1=[O:1])[CH2:28]2)([CH3:36])([CH3:35])[CH3:34]. The yield is 0.940. (3) The reactants are COC1C=CC(C[N:8]2[C:16](=[O:17])[C:15]3[N:14]([CH2:18][C:19]4[CH:24]=[CH:23][C:22]([CH3:25])=[CH:21][N:20]=4)[C:13]([CH2:26][C:27]4[CH:32]=[CH:31][CH:30]=[C:29]([O:33][C:34]([F:37])([F:36])[F:35])[CH:28]=4)=[N:12][C:11]=3[N:10]([CH3:38])[C:9]2=[O:39])=CC=1.OS(C(F)(F)F)(=O)=O.C(O)(C(F)(F)F)=O. The yield is 0.635. The product is [CH3:38][N:10]1[C:11]2[N:12]=[C:13]([CH2:26][C:27]3[CH:32]=[CH:31][CH:30]=[C:29]([O:33][C:34]([F:37])([F:36])[F:35])[CH:28]=3)[N:14]([CH2:18][C:19]3[CH:24]=[CH:23][C:22]([CH3:25])=[CH:21][N:20]=3)[C:15]=2[C:16](=[O:17])[NH:8][C:9]1=[O:39]. The catalyst is C(Cl)Cl. (4) The reactants are C(N(CC)CC)C.[F:8][C:9]1[CH:10]=[C:11]2[C:15](=[CH:16][CH:17]=1)[N:14](C(OC(C)(C)C)=O)[CH:13]=[C:12]2[CH:25]=[O:26].[CH:27](=[N:34][C:35]1[CH:36]=[C:37]([CH2:43][OH:44])[CH:38]=[C:39]([O:41][CH3:42])[CH:40]=1)[C:28]1[CH:33]=[CH:32][CH:31]=[CH:30][CH:29]=1. The yield is 0.200. The catalyst is [Cl-].C([N+]1C(C)=C(CCO)SC=1)C1C=CC=CC=1.C(O)C. The product is [F:8][C:9]1[CH:10]=[C:11]2[C:15](=[CH:16][CH:17]=1)[NH:14][CH:13]=[C:12]2[C:25](=[O:26])[CH:27]([NH:34][C:35]1[CH:40]=[C:39]([O:41][CH3:42])[CH:38]=[C:37]([CH2:43][OH:44])[CH:36]=1)[C:28]1[CH:29]=[CH:30][CH:31]=[CH:32][CH:33]=1. (5) The reactants are Cl[C:2]1[C:7]([C:8]([O:10][CH2:11][CH3:12])=[O:9])=[CH:6][N:5]=[C:4]2[N:13]([CH2:16][C:17]3[CH:22]=[CH:21][C:20]([O:23][CH3:24])=[CH:19][CH:18]=3)[N:14]=[CH:15][C:3]=12.C(N(CC)CC)C. The catalyst is C1COCC1.[OH-].[OH-].[Pd+2]. The product is [CH3:24][O:23][C:20]1[CH:19]=[CH:18][C:17]([CH2:16][N:13]2[C:4]3=[N:5][CH:6]=[C:7]([C:8]([O:10][CH2:11][CH3:12])=[O:9])[CH:2]=[C:3]3[CH:15]=[N:14]2)=[CH:22][CH:21]=1. The yield is 1.00. (6) The reactants are C[O:2][C:3](=[O:27])[C@@H:4]([N:12]1[CH2:16][C:15]([O:17][C:18]2[CH:23]=[CH:22][CH:21]=[C:20]([Cl:24])[C:19]=2[Cl:25])=[CH:14][C:13]1=[O:26])[CH2:5][CH:6]1[CH2:11][CH2:10][CH2:9][CH2:8][CH2:7]1.[OH-].[Li+]. The catalyst is O1CCCC1.O. The product is [CH:6]1([CH2:5][C@H:4]([N:12]2[CH2:16][C:15]([O:17][C:18]3[CH:23]=[CH:22][CH:21]=[C:20]([Cl:24])[C:19]=3[Cl:25])=[CH:14][C:13]2=[O:26])[C:3]([OH:27])=[O:2])[CH2:11][CH2:10][CH2:9][CH2:8][CH2:7]1. The yield is 0.770. (7) The reactants are [Cl:1][C:2]1[CH:3]=[CH:4][C:5]2[S:9][C:8](=[O:10])[NH:7][C:6]=2[CH:11]=1.[C:12](=O)([O-])[O-].[K+].[K+].IC.C(Cl)(Cl)Cl. The catalyst is CN(C=O)C. The product is [Cl:1][C:2]1[CH:3]=[CH:4][C:5]2[S:9][C:8](=[O:10])[N:7]([CH3:12])[C:6]=2[CH:11]=1. The yield is 0.940.